This data is from Catalyst prediction with 721,799 reactions and 888 catalyst types from USPTO. The task is: Predict which catalyst facilitates the given reaction. (1) Reactant: Cl.[Cl:2][C:3]1[CH:8]=[CH:7][CH:6]=[CH:5][C:4]=1[NH:9]N.C([CH2:13][C:14](=O)[C:15]([O-:17])=[O:16])C.[CH2:19](O)[CH3:20]. Product: [CH2:19]([O:17][C:15]([C:14]1[NH:9][C:4]2[C:5]([CH:13]=1)=[CH:6][CH:7]=[CH:8][C:3]=2[Cl:2])=[O:16])[CH3:20]. The catalyst class is: 65. (2) Reactant: [CH3:1][O:2][C:3]1[CH:8]=[CH:7][C:6]([CH2:9][CH:10]([C:12]2([CH3:15])[CH2:14][CH2:13]2)[NH2:11])=[CH:5][C:4]=1[O:16][CH2:17][CH2:18][O:19][CH3:20].[CH:21](O)=[O:22]. Product: [CH3:1][O:2][C:3]1[CH:8]=[CH:7][C:6]([CH2:9][CH:10]([NH:11][CH:21]=[O:22])[C:12]2([CH3:15])[CH2:13][CH2:14]2)=[CH:5][C:4]=1[O:16][CH2:17][CH2:18][O:19][CH3:20]. The catalyst class is: 155. (3) Reactant: [CH3:1][C:2]1[CH:16]=[N:15][C:5]2[NH:6][C:7]3[CH2:8][CH:9]([CH3:14])[CH2:10][C:11](=[O:13])[C:12]=3[C:4]=2[CH:3]=1.C1C=CC(N=NC2C=CC(N)=NC=2N)=CC=1.Cl.Br.C(=O)(O)[O-].[Na+]. Product: [CH3:1][C:2]1[CH:16]=[N:15][C:5]2[NH:6][C:7]3[CH:8]=[C:9]([CH3:14])[CH:10]=[C:11]([OH:13])[C:12]=3[C:4]=2[CH:3]=1. The catalyst class is: 10. (4) The catalyst class is: 3. Reactant: [CH2:1]([C@@:4]1([CH3:25])[CH2:9][C@H:8]([C:10]2[CH:15]=[CH:14][CH:13]=[C:12]([Cl:16])[CH:11]=2)[C@@H:7]([C:17]2[CH:22]=[CH:21][C:20]([Cl:23])=[CH:19][CH:18]=2)[NH:6][C:5]1=[O:24])[CH:2]=[CH2:3].[H-].[Na+].Br.Br[CH2:30][C:31]1[CH:36]=[CH:35][CH:34]=[CH:33][N:32]=1. Product: [CH2:1]([C@@:4]1([CH3:25])[CH2:9][C@H:8]([C:10]2[CH:15]=[CH:14][CH:13]=[C:12]([Cl:16])[CH:11]=2)[C@@H:7]([C:17]2[CH:22]=[CH:21][C:20]([Cl:23])=[CH:19][CH:18]=2)[N:6]([CH2:30][C:31]2[CH:36]=[CH:35][CH:34]=[CH:33][N:32]=2)[C:5]1=[O:24])[CH:2]=[CH2:3]. (5) Reactant: Cl[C:2]1[CH:7]=[CH:6][N:5]=[C:4]2[NH:8][CH:9]=[CH:10][C:3]=12.[F:11][C:12]1[CH:13]=[C:14]([CH:16]=[CH:17][C:18]=1[OH:19])[NH2:15].[OH-].[K+]. Product: [F:11][C:12]1[CH:13]=[C:14]([CH:16]=[CH:17][C:18]=1[O:19][C:2]1[CH:7]=[CH:6][N:5]=[C:4]2[NH:8][CH:9]=[CH:10][C:3]=12)[NH2:15]. The catalyst class is: 6. (6) Reactant: [OH:1][C@H:2]1[CH2:6][N:5]([C:7]([O:9][CH3:10])=[O:8])[C@H:4]([C:11]([O:13][CH2:14][C:15]2[CH:20]=[CH:19][CH:18]=[CH:17][CH:16]=2)=[O:12])[CH2:3]1.Br[CH2:22][C:23]([O:25][CH2:26][CH3:27])=[O:24].[H-].[Na+].O. Product: [CH2:26]([O:25][C:23](=[O:24])[CH2:22][O:1][C@H:2]1[CH2:6][N:5]([C:7]([O:9][CH3:10])=[O:8])[C@H:4]([C:11]([O:13][CH2:14][C:15]2[CH:20]=[CH:19][CH:18]=[CH:17][CH:16]=2)=[O:12])[CH2:3]1)[CH3:27]. The catalyst class is: 807. (7) Reactant: [F:1][C:2]1([F:14])[CH2:6][NH:5][C@H:4]([CH2:7][C:8](=[O:13])[CH:9]=[C:10]([CH3:12])[CH3:11])[CH2:3]1.C([O-])([O-])=O.[K+].[K+]. Product: [F:14][C:2]1([F:1])[CH2:6][N:5]2[C@H:4]([CH2:7][C:8](=[O:13])[CH2:9][C:10]2([CH3:11])[CH3:12])[CH2:3]1. The catalyst class is: 5.